From a dataset of Full USPTO retrosynthesis dataset with 1.9M reactions from patents (1976-2016). Predict the reactants needed to synthesize the given product. (1) The reactants are: [CH2:1]([C:8]1[C:9]([NH:21][CH:22]([CH2:26][CH2:27][CH3:28])[C:23](O)=[O:24])=[N:10][CH:11]=[C:12]([C:14]2[CH:19]=[CH:18][C:17]([OH:20])=[CH:16][CH:15]=2)[N:13]=1)[C:2]1[CH:7]=[CH:6][CH:5]=[CH:4][CH:3]=1.N1C=CC=CC=1.C1(N=C=NC2CCCCC2)CCCCC1. Given the product [CH2:1]([C:8]1[NH:13][C:12]([C:14]2[CH:15]=[CH:16][C:17]([OH:20])=[CH:18][CH:19]=2)=[CH:11][N:10]2[C:23](=[O:24])[C:22]([CH2:26][CH2:27][CH3:28])=[N:21][C:9]=12)[C:2]1[CH:3]=[CH:4][CH:5]=[CH:6][CH:7]=1, predict the reactants needed to synthesize it. (2) Given the product [ClH:41].[NH2:2][C@@H:3]1[CH2:7][CH2:6][CH2:5][C@H:4]1[NH:8][C:9](=[O:20])[C:10]1[C:15]([O:16][CH3:17])=[CH:14][CH:13]=[CH:12][C:11]=1[O:18][CH3:19], predict the reactants needed to synthesize it. The reactants are: Cl.[NH2:2][C@@H:3]1[CH2:7][CH2:6][CH2:5][C@@H:4]1[NH:8][C:9](=[O:20])[C:10]1[C:15]([O:16][CH3:17])=[CH:14][CH:13]=[CH:12][C:11]=1[O:18][CH3:19].N[C@@H]1CCC[C@H]1NC(=O)OC(C)(C)C.COC1C=CC=C(OC)C=1C([Cl:41])=O.